This data is from Forward reaction prediction with 1.9M reactions from USPTO patents (1976-2016). The task is: Predict the product of the given reaction. (1) Given the reactants Br[C:2]1[C:3]([C:25]2[CH:30]=[CH:29]C=CN=2)=[C:4]([C:17]2[CH:22]=[CH:21][C:20]([F:23])=[C:19]([F:24])[CH:18]=2)[N:5]([Si](C(C)C)(C(C)C)C(C)C)[CH:6]=1.Br[C:32]1[C:33](C2C=CN=CC=2)=[C:34]([C:47]2[CH:52]=[CH:51][C:50](F)=CC=2)[N:35]([Si](C(C)C)(C(C)C)C(C)C)[CH:36]=1.C1C2[N:63](CCC(=O)C2)[CH2:62][CH2:61]1.C(N1CCC(=O)CC1)C1C=CC=CC=1, predict the reaction product. The product is: [F:24][C:19]1[CH:18]=[C:17]([C:4]2[NH:5][CH:6]=[C:2]([C:52]3[CH2:47][CH:34]4[N:35]([CH2:36][CH2:32][CH2:33]4)[CH2:50][CH:51]=3)[C:3]=2[C:25]2[CH:30]=[CH:29][N:63]=[CH:62][CH:61]=2)[CH:22]=[CH:21][C:20]=1[F:23]. (2) Given the reactants [CH3:1][C:2]([C:4]1[CH:5]=[CH:6][C:7]([OH:10])=[CH:8][CH:9]=1)=[O:3].C([O-])([O-])=O.[K+].[K+].[CH2:29](C(Br)COCC(Br)[CH2:29][C:30]1[CH:35]=[CH:34][CH:33]=[CH:32][CH:31]=1)[C:30]1[CH:35]=[CH:34][CH:33]=[CH:32][CH:31]=1.[CH2:38]([OH:40])[CH3:39], predict the reaction product. The product is: [CH2:29]([O:40][CH2:38][CH2:39][O:10][C:7]1[CH:8]=[CH:9][C:4]([C:2](=[O:3])[CH3:1])=[CH:5][CH:6]=1)[C:30]1[CH:31]=[CH:32][CH:33]=[CH:34][CH:35]=1.